This data is from Full USPTO retrosynthesis dataset with 1.9M reactions from patents (1976-2016). The task is: Predict the reactants needed to synthesize the given product. Given the product [CH2:35]([NH:32][C:25]([NH:24][C:23]1[CH:28]=[CH:39][C:38]([C:2]2[N:10]=[C:9]3[C:5]([N:6]([CH3:11])[CH:7]=[N:8]3)=[C:4]([N:12]3[CH2:17][CH2:16][O:15][CH2:14][C@@H:13]3[CH2:18][CH3:19])[N:3]=2)=[CH:22][CH:21]=1)=[O:45])[CH3:37], predict the reactants needed to synthesize it. The reactants are: Cl[C:2]1[N:10]=[C:9]2[C:5]([N:6]([CH3:11])[CH:7]=[N:8]2)=[C:4]([N:12]2[CH2:17][CH2:16][O:15][CH2:14][C@@H:13]2[CH2:18][CH3:19])[N:3]=1.Cl.[CH2:21]([C@H:23]1[CH2:28]OC[CH2:25][NH:24]1)[CH3:22].C([N:32]([CH:35]([CH3:37])C)CC)(C)C.[CH2:38](O)[CH3:39].CN(C=[O:45])C.